This data is from NCI-60 drug combinations with 297,098 pairs across 59 cell lines. The task is: Regression. Given two drug SMILES strings and cell line genomic features, predict the synergy score measuring deviation from expected non-interaction effect. (1) Drug 1: C1=CC=C(C(=C1)C(C2=CC=C(C=C2)Cl)C(Cl)Cl)Cl. Drug 2: CCCCCOC(=O)NC1=NC(=O)N(C=C1F)C2C(C(C(O2)C)O)O. Cell line: SF-295. Synergy scores: CSS=-9.35, Synergy_ZIP=5.48, Synergy_Bliss=3.07, Synergy_Loewe=-6.15, Synergy_HSA=-6.86. (2) Drug 1: CCCS(=O)(=O)NC1=C(C(=C(C=C1)F)C(=O)C2=CNC3=C2C=C(C=N3)C4=CC=C(C=C4)Cl)F. Drug 2: C1=CC(=CC=C1CCCC(=O)O)N(CCCl)CCCl. Cell line: TK-10. Synergy scores: CSS=23.0, Synergy_ZIP=-3.75, Synergy_Bliss=-0.579, Synergy_Loewe=0.775, Synergy_HSA=0.985. (3) Drug 1: CC12CCC(CC1=CCC3C2CCC4(C3CC=C4C5=CN=CC=C5)C)O. Drug 2: CC(CN1CC(=O)NC(=O)C1)N2CC(=O)NC(=O)C2. Cell line: HS 578T. Synergy scores: CSS=12.7, Synergy_ZIP=-1.53, Synergy_Bliss=4.51, Synergy_Loewe=1.04, Synergy_HSA=1.77. (4) Drug 1: CC(C)CN1C=NC2=C1C3=CC=CC=C3N=C2N. Drug 2: CC12CCC3C(C1CCC2OP(=O)(O)O)CCC4=C3C=CC(=C4)OC(=O)N(CCCl)CCCl.[Na+]. Cell line: 786-0. Synergy scores: CSS=4.82, Synergy_ZIP=0.238, Synergy_Bliss=2.89, Synergy_Loewe=-0.181, Synergy_HSA=0.152.